Regression. Given a target protein amino acid sequence and a drug SMILES string, predict the binding affinity score between them. We predict pIC50 (pIC50 = -log10(IC50 in M); higher means more potent). Dataset: bindingdb_ic50. From a dataset of Drug-target binding data from BindingDB using IC50 measurements. (1) The small molecule is CCn1sc(=O)n(CC)c1=S. The target is XTSFAESXKPVQQPSAFGS. The pIC50 is 4.7. (2) The drug is CCc1cccc(CC)c1NC(=O)c1cc(-c2ccnc(Nc3ccc(N4CCN(CCO)CC4)cc3OC)n2)n(C)n1. The target protein sequence is ESEDLSGRELTIDSIMNKVRDIKNKFKNEDLTDELSLNKISADTTDNSGTVNQIMMMANNPEDWLSLLLKLEKNSVPLSDALLNKLIGRYSQAIEALPPDKYGQNESFARIQVRFAELKAIQEPDDARDYFQMARANCKKFAFVHISFAQFELSQGNVKKSKQLLQKAVERGAVPLEMLEIALRNLNLQKKQLLSEEEKKNLSASTVLTAQESFSGSLGHLQNRNNSCDSRGQTTKARFLYGENMPPQDAEIGYRNSLRQTNKTKQSCPFGRVPVNLLNSPDCDVKTDDSVVPCFMKRQTSRSECRDLVVPGSKPSGNDSCELRNLKSVQNSHFKEPLVSDEKSSELIITDSITLKNKTESSLLAKLEETKEYQEPEVPESNQKQWQSKRKSECINQNPAASSNHWQIPELARKVNTEQKHTTFEQPVFSVSKQSPPISTSKWFDPKSICKTPSSNTLDDYMSCFRTPVVKNDFPPACQLSTPYGQPACFQQQQHQILAT.... The pIC50 is 6.7. (3) The drug is CC(C)[C@H](C(=O)O)N1C[C@H](NC(=O)COc2ccccc2)C1=O. The target protein sequence is MAKQKIKIKKNKIGAVLLVGLFGLLFFILVLRISYIMITGHSNGQDLVMKANEKYLVKNAQQPERGKIYDRNGKVLAEDVERYKLVAVIDKKASANSKKPRHVVDKKETAKKLSTVINMKPEEIEKRLSQKKAFQIEFGRKGTNLTYQDKLKIEKMNLPGISLLPETERFYPNGNFASHLIGRAQKNPDTGELKGALGVEKIFDSYLSGSKGSLRYIHDIWGYIAPNTKKEKQPKRGDDVHLTIDSNIQVFVEEALDGMVERYQPKDLFAVVMDAKTGEILAYSQRPTFNPETGKDFGKKWANDLYQNTYEPGSTFKSYGLAAAIQEGAFDPDKKYKSGHRDIMGSRISDWNRVGWGEIPMSLGFTYSSNTLMMHLQDLVGADKMKSWYERFGFGKSTKGMFDGEAPGQIGWSNELQQKTSSFGQSTTVTPVQMLQAQSAFFNDGNMLKPWFVNSVENPVSKRQFYKGQKQIAGKPITKDTAEKVEKQLDLVVNSKKSHA.... The pIC50 is 3.1. (4) The compound is CC(C(=O)O)S(=O)(=O)c1ccc(-c2ccccc2)cc1. The target protein (P04014) has sequence MADDSGTENEGSGCTGWFMVEAIVEHTTGTQISEDEEEEVEDSGYDMVDFIDDRHITQNSVEAQALFNRQEADAHYATVQDLKRKYLGSPYVSPISNVANAVESEISPRLDAIKLTTQPKKVKRRLFETRELTDSGYGYSEVEAATQVEKHGDPENGGDGQERDTGRDIEGEGVEHREAEAVDDSTREHADTSGILELLKCKDIRSTLHGKFKDCFGLSFVDLIRPFKSDRTTCADWVVAGFGIHHSIADAFQKLIEPLSLYAHIQWLTNAWGMVLLVLIRFKVNKSRCTVARTLGTLLNIPENHMLIEPPKIQSGVRALYWFRTGISNASTVIGEAPEWITRQTVIEHSLADSQFKLTEMVQWAYDNDICEESEIAFEYAQRGDFDSNARAFLNSNMQAKYVKDCAIMCRHYKHAEMKKMSIKQWIKYRGTKVDSVGNWKPIVQFLRHQNIEFIPFLSKLKLWLHGTPKKNCIAIVGPPDTGKSCFCMSLIKFLGGTVI.... The pIC50 is 4.8. (5) The small molecule is O=C1CC[C@H](N2Cc3c(OCc4ccc(CN5CCOCC5)cc4)cccc3C2=O)C(=O)N1. The target protein (Q01558) has sequence MVKVGINGFGRIGRVVFRAAQMRPDIEIVGINDLLDAEYMAYSLKYDSTHGRFDGTVEVIKGALVVNGKSIRVTSERDPANLKWDEIGVEVVVESTGLFLTQETAHKHIEAGARRVVMTGPPKDDTPMFVMGVNHTTYKGQPIISNASCTTNCLAPLAKVVNEKYGIVEGLMTTVHATTATQKTVDGPSLKDWRGGRGASQNIIPSSTGAPKAVGKVYPALDGKLTGMAFRVPTPNVSVVDLTVRLEKPATYKDICAAIKAAAEGEMKGILGYTDDEVVSSDFNGVALTSVFDVKAGISLNDHFVKLVSWYDNETGYSHKVLDLILHTSAR. The pIC50 is 5.0.